This data is from Full USPTO retrosynthesis dataset with 1.9M reactions from patents (1976-2016). The task is: Predict the reactants needed to synthesize the given product. (1) Given the product [C:1]([O:5][C@@H:6]([C:11]1[C:26]([CH3:27])=[CH:25][C:14]2[N:15]=[C:16]([C:18]3[CH:23]=[CH:22][N:21]=[C:20]([N:41]4[CH2:42][CH2:43][N:38]([CH:35]([CH3:37])[CH3:36])[CH2:39][C@H:40]4[CH3:44])[N:19]=3)[S:17][C:13]=2[C:12]=1[C:28]1[CH:29]=[CH:30][C:31]([Cl:34])=[CH:32][CH:33]=1)[C:7]([O:9][CH3:10])=[O:8])([CH3:4])([CH3:3])[CH3:2], predict the reactants needed to synthesize it. The reactants are: [C:1]([O:5][C@@H:6]([C:11]1[C:26]([CH3:27])=[CH:25][C:14]2[N:15]=[C:16]([C:18]3[CH:23]=[CH:22][N:21]=[C:20](Cl)[N:19]=3)[S:17][C:13]=2[C:12]=1[C:28]1[CH:33]=[CH:32][C:31]([Cl:34])=[CH:30][CH:29]=1)[C:7]([O:9][CH3:10])=[O:8])([CH3:4])([CH3:3])[CH3:2].[CH:35]([N:38]1[CH2:43][CH2:42][NH:41][C@H:40]([CH3:44])[CH2:39]1)([CH3:37])[CH3:36].C(N(CC)CC)C. (2) The reactants are: O.[NH:2]=[C:3]1[C:12]2[C:7](=[CH:8][C:9]([O:15][CH2:16][CH2:17][CH2:18][N:19]3[CH2:24][CH2:23][O:22][CH2:21][CH2:20]3)=[C:10]([O:13][CH3:14])[CH:11]=2)[N:6]=[CH:5][N:4]1[C:25]1[NH:26][C:27]([C:30]([O-:32])=[O:31])=[CH:28][N:29]=1.[Na]. Given the product [CH3:14][O:13][C:10]1[CH:11]=[C:12]2[C:7](=[CH:8][C:9]=1[O:15][CH2:16][CH2:17][CH2:18][N:19]1[CH2:24][CH2:23][O:22][CH2:21][CH2:20]1)[N:6]=[CH:5][N:2]=[C:3]2[NH:4][C:25]1[NH:26][C:27]([C:30]([OH:32])=[O:31])=[CH:28][N:29]=1, predict the reactants needed to synthesize it. (3) Given the product [N:6]1([C:11]2[CH:31]=[CH:30][C:14]([CH2:15][C:16]3[C:17]([O:28][CH3:29])=[N:18][C:19]4[C:24]([C:25]=3[Cl:26])=[CH:23][C:22]([C:39]([C:35]3[S:34][C:33]([CH3:32])=[N:37][C:36]=3[CH3:38])([C:41]3[N:45]([CH3:46])[N:44]=[N:43][CH:42]=3)[OH:40])=[CH:21][CH:20]=4)=[CH:13][CH:12]=2)[CH:10]=[CH:9][CH:8]=[N:7]1, predict the reactants needed to synthesize it. The reactants are: C([Li])CCC.[N:6]1([C:11]2[CH:31]=[CH:30][C:14]([CH2:15][C:16]3[C:17]([O:28][CH3:29])=[N:18][C:19]4[C:24]([C:25]=3[Cl:26])=[CH:23][C:22](Br)=[CH:21][CH:20]=4)=[CH:13][CH:12]=2)[CH:10]=[CH:9][CH:8]=[N:7]1.[CH3:32][C:33]1[S:34][C:35]([C:39]([C:41]2[N:45]([CH3:46])[N:44]=[N:43][CH:42]=2)=[O:40])=[C:36]([CH3:38])[N:37]=1.O. (4) Given the product [Cl:1][C:2]1[CH:7]=[CH:6][C:5]([C:8]2[C:9]([O:17][CH2:18][CH2:19][O:20][CH3:21])=[N:10][CH:11]=[C:12]([CH:16]=2)[C:13]([NH:31][CH2:30][C:28]2[O:27][N:26]=[C:25]([C:24]([F:33])([F:32])[F:23])[N:29]=2)=[O:15])=[CH:4][C:3]=1[CH3:22], predict the reactants needed to synthesize it. The reactants are: [Cl:1][C:2]1[CH:7]=[CH:6][C:5]([C:8]2[C:9]([O:17][CH2:18][CH2:19][O:20][CH3:21])=[N:10][CH:11]=[C:12]([CH:16]=2)[C:13]([OH:15])=O)=[CH:4][C:3]=1[CH3:22].[F:23][C:24]([F:33])([F:32])[C:25]1[N:29]=[C:28]([CH2:30][NH2:31])[O:27][N:26]=1. (5) Given the product [N+:1]([C:4]1[CH:9]=[C:8]([N+:10]([O-:12])=[O:11])[CH:7]=[CH:6][C:5]=1/[N:13]=[N:14]/[C:15]1[C:21]([O:22][CH2:23][CH:24]([CH2:29][CH3:30])[CH2:25][CH2:26][CH2:27][CH3:28])=[CH:20][C:18](/[N:19]=[N:89]/[C:70]2[CH:71]=[CH:72][C:67]([N:66]([CH2:52][CH2:53][CH2:54][CH2:55][CH2:56][CH2:57][CH2:58][CH2:59][CH2:60][CH2:61][CH2:62][CH2:63][CH2:64][CH3:65])[CH2:74][CH2:75][CH2:76][CH2:77][CH2:78][CH2:79][CH2:80][CH2:81][CH2:82][CH2:83][CH2:84][CH2:85][CH2:86][CH3:87])=[CH:68][C:69]=2[CH3:73])=[C:17]([O:31][CH2:32][CH:33]([CH2:38][CH3:39])[CH2:34][CH2:35][CH2:36][CH3:37])[CH:16]=1)([O-:3])=[O:2], predict the reactants needed to synthesize it. The reactants are: [N+:1]([C:4]1[CH:9]=[C:8]([N+:10]([O-:12])=[O:11])[CH:7]=[CH:6][C:5]=1[N:13]=[N:14][C:15]1[C:21]([O:22][CH2:23][CH:24]([CH2:29][CH3:30])[CH2:25][CH2:26][CH2:27][CH3:28])=[CH:20][C:18]([NH2:19])=[C:17]([O:31][CH2:32][CH:33]([CH2:38][CH3:39])[CH2:34][CH2:35][CH2:36][CH3:37])[CH:16]=1)([O-:3])=[O:2].N(OS(=O)(=O)O)=O.S(=O)(=O)(O)O.[CH2:52]([N:66]([CH2:74][CH2:75][CH2:76][CH2:77][CH2:78][CH2:79][CH2:80][CH2:81][CH2:82][CH2:83][CH2:84][CH2:85][CH2:86][CH3:87])[C:67]1[CH:72]=[CH:71][CH:70]=[C:69]([CH3:73])[CH:68]=1)[CH2:53][CH2:54][CH2:55][CH2:56][CH2:57][CH2:58][CH2:59][CH2:60][CH2:61][CH2:62][CH2:63][CH2:64][CH3:65].S(=O)(=O)(O)[NH2:89]. (6) Given the product [Cl:11][C:4]1[N:3]=[C:2]([NH:38][C:35]2[CH:36]=[CH:37][C:32]([C:28]3([NH:27][C:26](=[O:39])[O:25][C:21]([CH3:23])([CH3:22])[CH3:24])[CH2:29][CH2:30][CH2:31]3)=[CH:33][CH:34]=2)[C:7]([N+:8]([O-:10])=[O:9])=[CH:6][CH:5]=1, predict the reactants needed to synthesize it. The reactants are: Cl[C:2]1[C:7]([N+:8]([O-:10])=[O:9])=[CH:6][CH:5]=[C:4]([Cl:11])[N:3]=1.C(N(C(C)C)C(C)C)C.[C:21]([O:25][C:26](=[O:39])[NH:27][C:28]1([C:32]2[CH:37]=[CH:36][C:35]([NH2:38])=[CH:34][CH:33]=2)[CH2:31][CH2:30][CH2:29]1)([CH3:24])([CH3:23])[CH3:22].